Dataset: Reaction yield outcomes from USPTO patents with 853,638 reactions. Task: Predict the reaction yield, written as a fraction of the theoretical maximum amount of product (1.0 means a 100% yield; for example, 0.34 means a 34% yield). (1) The reactants are [Br:1][C:2]1[CH:3]=[C:4]2[C:8](=[CH:9][CH:10]=1)[CH2:7][C:6]1([CH2:15][CH2:14][CH:13]([O:16][CH3:17])[CH2:12][CH2:11]1)[C:5]2=[N:18][S:19]([CH2:22][CH2:23][Si:24]([CH3:27])([CH3:26])[CH3:25])(=[O:21])=[O:20].[C:28]([O-:31])([O-])=O.[K+].[K+].Br[CH2:35][CH2:36]C(F)(F)F.[CH3:41]C#N. No catalyst specified. The product is [Br:1][C:2]1[CH:3]=[C:4]2[C:8]([CH2:7][C:6]3([CH2:15][CH2:14][CH:13]([O:16][CH3:17])[CH2:12][CH2:11]3)[C:5]2([NH:18][S:19]([CH2:22][CH2:23][Si:24]([CH3:26])([CH3:25])[CH3:27])(=[O:21])=[O:20])[C:35]([O:31][CH2:28][CH3:41])=[CH2:36])=[CH:9][CH:10]=1. The yield is 0.800. (2) The reactants are [C:1]([O:5][C:6]([N:8]1[CH2:26][CH2:25][N:11]2[C:12]3[CH:13]=[CH:14][CH:15]=[CH:16][C:17]=3[C:18]([C:19](=[O:24])C(F)(F)F)=[C:10]2[CH2:9]1)=[O:7])([CH3:4])([CH3:3])[CH3:2].[H-].[Na+].[OH2:29]. The catalyst is CN(C)C=O.COC(C)(C)C. The product is [C:1]([O:5][C:6]([N:8]1[CH2:26][CH2:25][N:11]2[C:12]3[CH:13]=[CH:14][CH:15]=[CH:16][C:17]=3[C:18]([C:19]([OH:24])=[O:29])=[C:10]2[CH2:9]1)=[O:7])([CH3:2])([CH3:3])[CH3:4]. The yield is 0.860.